From a dataset of Catalyst prediction with 721,799 reactions and 888 catalyst types from USPTO. Predict which catalyst facilitates the given reaction. (1) Reactant: [C:1]1([C:7]2[C:16]([O:17][CH2:18][C:19]3[CH:24]=[CH:23][CH:22]=[CH:21][CH:20]=3)=[C:15]([C:25](O)=[O:26])[C:14]3[C:9](=[CH:10][CH:11]=[CH:12][CH:13]=3)[N:8]=2)[CH:6]=[CH:5][CH:4]=[CH:3][CH:2]=1.C(Cl)(=O)C(Cl)=O.Cl.[C:35]1([N:41]([C:43]([O:45][CH3:46])=[O:44])[NH2:42])[CH:40]=[CH:39][CH:38]=[CH:37][CH:36]=1. Product: [CH3:46][O:45][C:43]([N:41]([C:35]1[CH:36]=[CH:37][CH:38]=[CH:39][CH:40]=1)[NH:42][C:25]([C:15]1[C:14]2[C:9](=[CH:10][CH:11]=[CH:12][CH:13]=2)[N:8]=[C:7]([C:1]2[CH:6]=[CH:5][CH:4]=[CH:3][CH:2]=2)[C:16]=1[O:17][CH2:18][C:19]1[CH:24]=[CH:23][CH:22]=[CH:21][CH:20]=1)=[O:26])=[O:44]. The catalyst class is: 59. (2) Reactant: [CH3:1][O:2][CH2:3][CH2:4][O:5][C:6]1[N:10]=[C:9]([CH:11]2[CH2:16][CH:15]([C:17]3[CH:22]=[CH:21][C:20]([CH2:23][C:24]([F:27])([F:26])[F:25])=[CH:19][CH:18]=3)[CH2:14][NH:13][CH2:12]2)[O:8][N:7]=1.C(N(CC)CC)C.Cl[C:36]([O:38][C:39]1[CH:44]=[CH:43][C:42]([N+:45]([O-:47])=[O:46])=[CH:41][CH:40]=1)=[O:37]. Product: [CH3:1][O:2][CH2:3][CH2:4][O:5][C:6]1[N:10]=[C:9]([CH:11]2[CH2:16][CH:15]([C:17]3[CH:18]=[CH:19][C:20]([CH2:23][C:24]([F:27])([F:26])[F:25])=[CH:21][CH:22]=3)[CH2:14][N:13]([C:36]([O:38][C:39]3[CH:40]=[CH:41][C:42]([N+:45]([O-:47])=[O:46])=[CH:43][CH:44]=3)=[O:37])[CH2:12]2)[O:8][N:7]=1. The catalyst class is: 4. (3) Reactant: [C:1]1(B(O)O)[CH2:6][CH2:5][CH2:4][CH2:3][CH:2]=1.C[O-].[Na+].Br[C:14]1[CH:19]=[CH:18][C:17]([CH3:20])=[CH:16][C:15]=1[C:21]([F:24])([F:23])[F:22]. Product: [C:1]1([C:14]2[CH:19]=[CH:18][C:17]([CH3:20])=[CH:16][C:15]=2[C:21]([F:22])([F:24])[F:23])[CH2:6][CH2:5][CH2:4][CH2:3][CH:2]=1. The catalyst class is: 5.